This data is from Drug-target binding data from BindingDB using IC50 measurements. The task is: Regression. Given a target protein amino acid sequence and a drug SMILES string, predict the binding affinity score between them. We predict pIC50 (pIC50 = -log10(IC50 in M); higher means more potent). Dataset: bindingdb_ic50. The compound is O=C(C1CCS(=O)(=O)CC1)N1CCN(c2ncc(C(F)(F)F)cn2)C[C@H]1c1cccc(F)c1. The target protein (P48067) has sequence MSGGDTRAAIARPRMAAAHGPVAPSSPEQVTLLPVQRSFFLPPFSGATPSTSLAESVLKVWHGAYNSGLLPQLMAQHSLAMAQNGAVPSEATKRDQNLKRGNWGNQIEFVLTSVGYAVGLGNVWRFPYLCYRNGGGAFMFPYFIMLIFCGIPLFFMELSFGQFASQGCLGVWRISPMFKGVGYGMMVVSTYIGIYYNVVICIAFYYFFSSMTHVLPWAYCNNPWNTHDCAGVLDASNLTNGSRPAALPSNLSHLLNHSLQRTSPSEEYWRLYVLKLSDDIGNFGEVRLPLLGCLGVSWLVVFLCLIRGVKSSGKVVYFTATFPYVVLTILFVRGVTLEGAFDGIMYYLTPQWDKILEAKVWGDAASQIFYSLGCAWGGLITMASYNKFHNNCYRDSVIISITNCATSVYAGFVIFSILGFMANHLGVDVSRVADHGPGLAFVAYPEALTLLPISPLWSLLFFFMLILLGLGTQFCLLETLVTAIVDEVGNEWILQKKTYV.... The pIC50 is 8.3.